From a dataset of Full USPTO retrosynthesis dataset with 1.9M reactions from patents (1976-2016). Predict the reactants needed to synthesize the given product. (1) Given the product [Br:1][CH2:21][C:12]1[CH:13]=[C:14]([CH2:17][C:18]([OH:20])=[O:19])[CH:15]=[CH:16][C:11]=1[O:10][CH3:9], predict the reactants needed to synthesize it. The reactants are: [Br:1]N1C(=O)CCC1=O.[CH3:9][O:10][C:11]1[CH:16]=[CH:15][C:14]([CH2:17][C:18]([OH:20])=[O:19])=[CH:13][C:12]=1[CH3:21]. (2) Given the product [CH3:1][O:2][C:3]1[CH:11]=[CH:10][C:9]([O:12][C:13]([F:14])([F:15])[F:16])=[CH:8][C:4]=1[C:5]([O:7][C:23]1[CH:28]=[CH:27][CH:26]=[CH:25][CH:24]=1)=[O:6], predict the reactants needed to synthesize it. The reactants are: [CH3:1][O:2][C:3]1[CH:11]=[CH:10][C:9]([O:12][C:13]([F:16])([F:15])[F:14])=[CH:8][C:4]=1[C:5]([OH:7])=[O:6].C(Cl)(=O)C(Cl)=O.[C:23]1(O)[CH:28]=[CH:27][CH:26]=[CH:25][CH:24]=1.CCN(C(C)C)C(C)C. (3) The reactants are: [OH:1][C@H:2]1[CH2:5][C@H:4]([N:6]2[C:11](=[O:12])[C:10]([CH2:13][C:14]3[CH:19]=[CH:18][C:17]([C:20]4[C:21]([C:26]#[N:27])=[CH:22][CH:23]=[CH:24][CH:25]=4)=[CH:16][CH:15]=3)=[C:9]([CH2:28][CH2:29][CH3:30])[N:8]3[N:31]=[CH:32][N:33]=[C:7]23)[CH2:3]1.FC(F)(F)S(O[Si](C(C)(C)C)(C)C)(=O)=O.[N:49]1C(C)=CC=CC=1C.[Cl-].O[NH3+].[C:60](=[O:63])([O-])[OH:61].[Na+]. Given the product [OH:1][C@H:2]1[CH2:5][C@H:4]([N:6]2[C:11](=[O:12])[C:10]([CH2:13][C:14]3[CH:15]=[CH:16][C:17]([C:20]4[CH:25]=[CH:24][CH:23]=[CH:22][C:21]=4[C:26]4[NH:49][C:60](=[O:63])[O:61][N:27]=4)=[CH:18][CH:19]=3)=[C:9]([CH2:28][CH2:29][CH3:30])[N:8]3[N:31]=[CH:32][N:33]=[C:7]23)[CH2:3]1, predict the reactants needed to synthesize it.